The task is: Predict the reactants needed to synthesize the given product.. This data is from Full USPTO retrosynthesis dataset with 1.9M reactions from patents (1976-2016). (1) Given the product [Cl:1][C:2]1[CH:11]=[C:10]2[C:5]([CH:6]=[C:7]([CH2:12][NH:15][CH3:14])[N:8]=[CH:9]2)=[CH:4][CH:3]=1, predict the reactants needed to synthesize it. The reactants are: [Cl:1][C:2]1[CH:11]=[C:10]2[C:5]([CH:6]=[C:7]([CH2:12]Cl)[N:8]=[CH:9]2)=[CH:4][CH:3]=1.[CH3:14][NH2:15]. (2) Given the product [NH2:42][C:39]1[CH:40]=[CH:41][C:36]([C:32]([C:26]2[CH:27]=[CH:28][C:29]([O:30][CH3:31])=[C:24]([O:23][CH3:22])[CH:25]=2)=[CH:33][C:34]#[N:35])=[CH:37][CH:38]=1, predict the reactants needed to synthesize it. The reactants are: COC1C=C(C(C2C=CC=C(N)C=2)=CC#N)C=CC=1OC.[CH3:22][O:23][C:24]1[CH:25]=[C:26]([C:32]([C:36]2[CH:41]=[CH:40][C:39]([N+:42]([O-])=O)=[CH:38][CH:37]=2)=[CH:33][C:34]#[N:35])[CH:27]=[CH:28][C:29]=1[O:30][CH3:31].